Task: Predict the reaction yield, written as a fraction of the theoretical maximum amount of product (1.0 means a 100% yield; for example, 0.34 means a 34% yield).. Dataset: Reaction yield outcomes from USPTO patents with 853,638 reactions The reactants are [C:1]1([CH:7]([C:14]2[CH:19]=[CH:18][N:17]=[CH:16][CH:15]=2)[N:8]2[CH2:13][CH2:12][NH:11][CH2:10][CH2:9]2)[CH:6]=[CH:5][CH:4]=[CH:3][CH:2]=1.[C:20]1([N:26]([CH2:33][C:34](O)=[O:35])[C:27]2[CH:32]=[CH:31][CH:30]=[CH:29][CH:28]=2)[CH:25]=[CH:24][CH:23]=[CH:22][CH:21]=1.C(Cl)CCl. The catalyst is C(Cl)Cl.CN(C1C=CN=CC=1)C. The product is [C:20]1([N:26]([C:27]2[CH:32]=[CH:31][CH:30]=[CH:29][CH:28]=2)[CH2:33][C:34]([N:11]2[CH2:12][CH2:13][N:8]([CH:7]([C:1]3[CH:6]=[CH:5][CH:4]=[CH:3][CH:2]=3)[C:14]3[CH:15]=[CH:16][N:17]=[CH:18][CH:19]=3)[CH2:9][CH2:10]2)=[O:35])[CH:21]=[CH:22][CH:23]=[CH:24][CH:25]=1. The yield is 0.790.